Dataset: Reaction yield outcomes from USPTO patents with 853,638 reactions. Task: Predict the reaction yield, written as a fraction of the theoretical maximum amount of product (1.0 means a 100% yield; for example, 0.34 means a 34% yield). (1) The reactants are [CH2:1]([C:3]1[CH:4]=[C:5]([OH:24])[CH:6]=[CH:7][C:8]=1[O:9][CH2:10][CH2:11][C:12]1[N:13]=[C:14]([C:18]2[CH:23]=[CH:22][CH:21]=[CH:20][CH:19]=2)[O:15][C:16]=1[CH3:17])[CH3:2].Br[CH2:26][C:27]([O:29][CH2:30][CH3:31])=[O:28].C(=O)([O-])[O-].[Cs+].[Cs+]. The catalyst is CN(C=O)C. The product is [CH2:30]([O:29][C:27](=[O:28])[CH2:26][O:24][C:5]1[CH:6]=[CH:7][C:8]([O:9][CH2:10][CH2:11][C:12]2[N:13]=[C:14]([C:18]3[CH:19]=[CH:20][CH:21]=[CH:22][CH:23]=3)[O:15][C:16]=2[CH3:17])=[C:3]([CH2:1][CH3:2])[CH:4]=1)[CH3:31]. The yield is 0.680. (2) The reactants are [NH2:1][C:2]1[N:7]=[C:6]([NH2:8])[C:5]([C:9]([C:11]2[CH:16]=[C:15]([O:17][CH3:18])[C:14]([O:19][CH3:20])=[CH:13][C:12]=2[CH:21]([CH3:29])[CH2:22][C:23]2[CH:28]=[CH:27][CH:26]=[CH:25][CH:24]=2)=O)=[CH:4][N:3]=1.[H-].[H-].[H-].[H-].[Li+].[Al+3].FC(F)(F)C(O)=O.C([SiH](CC)CC)C.C([O-])([O-])=O.[K+].[K+]. The catalyst is C1COCC1.C(Cl)Cl. The product is [CH3:20][O:19][C:14]1[C:15]([O:17][CH3:18])=[CH:16][C:11]([CH2:9][C:5]2[C:6]([NH2:8])=[N:7][C:2]([NH2:1])=[N:3][CH:4]=2)=[C:12]([CH:21]([CH3:29])[CH2:22][C:23]2[CH:24]=[CH:25][CH:26]=[CH:27][CH:28]=2)[CH:13]=1. The yield is 0.580. (3) The reactants are C[O-].[Na+].C(=O)(O)O.[NH2:8][NH:9][C:10]([NH2:12])=[NH:11].[F:13][C:14]([F:26])([F:25])[C:15]1[CH:16]=[C:17]([CH:22]=[CH:23][CH:24]=1)[C:18](OC)=O. The catalyst is CO. The product is [F:13][C:14]([F:25])([F:26])[C:15]1[CH:16]=[C:17]([C:18]2[NH:11][C:10]([NH2:12])=[N:9][N:8]=2)[CH:22]=[CH:23][CH:24]=1. The yield is 0.130. (4) The reactants are [O:1]1[CH2:6][CH2:5][N:4]([C:7]2[C:8]3[N:16]=[C:15](Cl)[CH:14]=[CH:13][C:9]=3[N:10]=[CH:11][N:12]=2)[CH2:3][CH2:2]1.[Cl:18][C:19]1[CH:20]=[C:21](B(O)O)[CH:22]=[CH:23][C:24]=1[Cl:25]. No catalyst specified. The product is [O:1]1[CH2:6][CH2:5][N:4]([C:7]2[C:8]3[N:16]=[C:15]([C:22]4[CH:21]=[CH:20][C:19]([Cl:18])=[C:24]([Cl:25])[CH:23]=4)[CH:14]=[CH:13][C:9]=3[N:10]=[CH:11][N:12]=2)[CH2:3][CH2:2]1. The yield is 0.970. (5) The reactants are [C:1]([O:5][C:6]([N:8]1[CH2:23][C@@H:22]([CH3:24])[N:11]2[C:12]3[CH:13]=[C:14]([C:19]([OH:21])=O)[CH:15]=[CH:16][C:17]=3[CH2:18][C@@H:10]2[CH2:9]1)=[O:7])([CH3:4])([CH3:3])[CH3:2].[CH2:25]([NH2:29])[CH2:26][CH2:27][CH3:28].C(N1CCOCC1)C.F[P-](F)(F)(F)(F)F.N1(O[P+](N(C)C)(N(C)C)N(C)C)C2C=CC=CC=2N=N1.Cl. The catalyst is ClCCl. The product is [C:1]([O:5][C:6]([N:8]1[CH2:23][C@@H:22]([CH3:24])[N:11]2[C:12]3[CH:13]=[C:14]([C:19](=[O:21])[NH:29][CH2:25][CH2:26][CH2:27][CH3:28])[CH:15]=[CH:16][C:17]=3[CH2:18][C@@H:10]2[CH2:9]1)=[O:7])([CH3:2])([CH3:4])[CH3:3]. The yield is 0.980. (6) The yield is 0.360. The reactants are Br[C:2]1[CH:7]=[CH:6][C:5](/[CH:8]=[CH:9]/[C:10]2[N:11]([CH2:23][CH3:24])[CH:12]=[C:13]([C:15]3[CH:20]=[CH:19][C:18]([Cl:21])=[CH:17][C:16]=3[Cl:22])[N:14]=2)=[CH:4][CH:3]=1.[NH2:25][C:26]1[CH:31]=[CH:30][C:29](B(O)O)=[CH:28][CH:27]=1.Br[CH2:36][CH2:37][CH2:38][C:39]([O:41]C)=[O:40]. The product is [Cl:22][C:16]1[CH:17]=[C:18]([Cl:21])[CH:19]=[CH:20][C:15]=1[C:13]1[N:14]=[C:10](/[CH:9]=[CH:8]/[C:5]2[CH:6]=[CH:7][C:2]([C:29]3[CH:30]=[CH:31][C:26]([NH:25][CH2:36][CH2:37][CH2:38][C:39]([OH:41])=[O:40])=[CH:27][CH:28]=3)=[CH:3][CH:4]=2)[N:11]([CH2:23][CH3:24])[CH:12]=1. No catalyst specified.